Regression/Classification. Given a drug SMILES string, predict its absorption, distribution, metabolism, or excretion properties. Task type varies by dataset: regression for continuous measurements (e.g., permeability, clearance, half-life) or binary classification for categorical outcomes (e.g., BBB penetration, CYP inhibition). Dataset: cyp2c9_veith. From a dataset of CYP2C9 inhibition data for predicting drug metabolism from PubChem BioAssay. (1) The drug is N#Cc1cccc(NC(=O)N2CCCC3(CCN(C(=O)c4ccco4)CC3)C2)c1. The result is 1 (inhibitor). (2) The compound is CCc1ccc2nc(Nc3nc(COC)cc(=O)[nH]3)nc(C)c2c1. The result is 1 (inhibitor).